Predict the reactants needed to synthesize the given product. From a dataset of Full USPTO retrosynthesis dataset with 1.9M reactions from patents (1976-2016). (1) Given the product [NH2:22][CH2:21][CH2:20][CH2:19][NH:18][CH2:17][CH2:16][CH2:15][CH2:14][NH:13][CH2:12][CH2:11][CH2:10][NH2:9], predict the reactants needed to synthesize it. The reactants are: CS(C)=O.Cl.Cl.Cl.Cl.[NH2:9][CH2:10][CH2:11][CH2:12][NH:13][CH2:14][CH2:15][CH2:16][CH2:17][NH:18][CH2:19][CH2:20][CH2:21][NH2:22]. (2) Given the product [CH2:1]([N:8]1[CH2:9][CH2:10][C:11]([CH2:15][O:16][C:20]2[CH:27]=[CH:26][C:23]([C:24]#[N:25])=[CH:22][CH:21]=2)([OH:14])[CH2:12][CH2:13]1)[C:2]1[CH:3]=[CH:4][CH:5]=[CH:6][CH:7]=1, predict the reactants needed to synthesize it. The reactants are: [CH2:1]([N:8]1[CH2:13][CH2:12][C:11]([CH2:15][OH:16])([OH:14])[CH2:10][CH2:9]1)[C:2]1[CH:7]=[CH:6][CH:5]=[CH:4][CH:3]=1.[H-].[Na+].F[C:20]1[CH:27]=[CH:26][C:23]([C:24]#[N:25])=[CH:22][CH:21]=1.O. (3) Given the product [C:7]1([CH:13]([CH2:14][OH:15])[CH2:19][OH:20])[CH:12]=[CH:11][CH:10]=[CH:9][CH:8]=1, predict the reactants needed to synthesize it. The reactants are: P([O-])(O)(O)=O.[Na+].[C:7]1([CH:13]([C:19](OCC)=[O:20])[C:14](OCC)=[O:15])[CH:12]=[CH:11][CH:10]=[CH:9][CH:8]=1.[BH4-].[Na+]. (4) Given the product [F:25][C:26]1[CH:31]=[CH:30][C:29]([NH:32][C:33]2[C:34]3[C:41]([CH3:42])=[C:40]([C:43]([NH2:2])=[O:45])[S:39][C:35]=3[N:36]=[CH:37][N:38]=2)=[C:28]([O:46][CH:47]2[CH2:51][CH2:50][CH:49]([OH:52])[CH2:48]2)[CH:27]=1, predict the reactants needed to synthesize it. The reactants are: C[N:2](C(ON1N=NC2C=CC=NC1=2)=[N+](C)C)C.F[P-](F)(F)(F)(F)F.[F:25][C:26]1[CH:31]=[CH:30][C:29]([NH:32][C:33]2[C:34]3[C:41]([CH3:42])=[C:40]([C:43]([OH:45])=O)[S:39][C:35]=3[N:36]=[CH:37][N:38]=2)=[C:28]([O:46][CH:47]2[CH2:51][CH2:50][CH:49]([OH:52])[CH2:48]2)[CH:27]=1.CCN(C(C)C)C(C)C.N. (5) Given the product [Si:1]([O:8][CH2:9][C:10]1[CH:17]=[CH:16][C:13]([CH:14]=[N:26][C:22]2[CH:23]=[CH:24][CH:25]=[C:20]([O:19][CH3:18])[CH:21]=2)=[CH:12][CH:11]=1)([C:4]([CH3:7])([CH3:6])[CH3:5])([CH3:3])[CH3:2], predict the reactants needed to synthesize it. The reactants are: [Si:1]([O:8][CH2:9][C:10]1[CH:17]=[CH:16][C:13]([CH:14]=O)=[CH:12][CH:11]=1)([C:4]([CH3:7])([CH3:6])[CH3:5])([CH3:3])[CH3:2].[CH3:18][O:19][C:20]1[CH:25]=[CH:24][CH:23]=[C:22]([NH2:26])[CH:21]=1. (6) Given the product [CH2:35]([O:34][C:32](=[O:33])[CH2:31][N:17]1[C:18]2[C:14](=[C:13]([Br:12])[CH:21]=[CH:20][CH:19]=2)[C:15](=[O:23])[C:16]1=[O:22])[CH3:36], predict the reactants needed to synthesize it. The reactants are: N1C2C(=CC=CC=2)C(=O)C1=O.[Br:12][C:13]1[CH:21]=[CH:20][CH:19]=[C:18]2[C:14]=1[C:15](=[O:23])[C:16](=[O:22])[NH:17]2.BrCCC1CC1.Br[CH2:31][C:32]([O:34][CH2:35][CH3:36])=[O:33]. (7) The reactants are: Br[C:2]1[CH:3]=[C:4]2[C:9](=[CH:10][CH:11]=1)[N:8]([CH:12]1[CH2:14][CH2:13]1)[CH2:7][CH2:6][C:5]2([CH3:16])[CH3:15].[CH3:17][Si:18]([C:21]#[CH:22])([CH3:20])[CH3:19].C(N(CC)CC)C. Given the product [CH:12]1([N:8]2[C:9]3[C:4](=[CH:3][C:2]([C:22]#[C:21][Si:18]([CH3:20])([CH3:19])[CH3:17])=[CH:11][CH:10]=3)[C:5]([CH3:16])([CH3:15])[CH2:6][CH2:7]2)[CH2:14][CH2:13]1, predict the reactants needed to synthesize it. (8) Given the product [F:28][C:26]1[CH:25]=[N:24][CH:23]=[C:22]([CH:27]=1)[C:21]([NH2:20])=[O:30], predict the reactants needed to synthesize it. The reactants are: C(SC1C=CC(O)=CC=1)C.C(N1CCC([NH:20][C:21](=[O:30])[C:22]2[CH:27]=[C:26]([F:28])[CH:25]=[N:24][C:23]=2Cl)CC1)(=O)C.C(=O)([O-])[O-].[Cs+].[Cs+]. (9) Given the product [C:32]1([CH3:42])[CH:37]=[CH:36][C:35]([S:38]([O:1][CH2:2][CH2:3][CH2:4][CH2:5][CH2:6][CH:7]=[CH:8][CH2:9][CH:10]=[CH:11][CH2:12][CH:13]=[CH:14][CH2:15][CH:16]=[CH:17][CH2:18][CH2:19][CH2:20][C:21]([O:23][CH3:24])=[O:22])(=[O:40])=[O:39])=[CH:34][CH:33]=1, predict the reactants needed to synthesize it. The reactants are: [OH:1][CH2:2][CH2:3][CH2:4][CH2:5][CH2:6][CH:7]=[CH:8][CH2:9][CH:10]=[CH:11][CH2:12][CH:13]=[CH:14][CH2:15][CH:16]=[CH:17][CH2:18][CH2:19][CH2:20][C:21]([O:23][CH3:24])=[O:22].C(N(CC)CC)C.[C:32]1([CH3:42])[CH:37]=[CH:36][C:35]([S:38](Cl)(=[O:40])=[O:39])=[CH:34][CH:33]=1.